Dataset: Reaction yield outcomes from USPTO patents with 853,638 reactions. Task: Predict the reaction yield, written as a fraction of the theoretical maximum amount of product (1.0 means a 100% yield; for example, 0.34 means a 34% yield). (1) The reactants are [NH2:1][C:2]1[C:11]([C:12]([C:14]2[CH:19]=[CH:18][C:17]([CH3:20])=[CH:16][CH:15]=2)=O)=[CH:10][C:9]2[CH2:8][CH2:7][CH2:6][CH2:5][C:4]=2[N:3]=1.[C:21](OCC)(=[O:28])[CH2:22][C:23]([O:25][CH2:26][CH3:27])=[O:24].[O-]CC.[Na+]. The catalyst is C(O)C. The product is [OH:28][C:21]1[C:22]([C:23]([O:25][CH2:26][CH3:27])=[O:24])=[C:12]([C:14]2[CH:19]=[CH:18][C:17]([CH3:20])=[CH:16][CH:15]=2)[C:11]2[CH:10]=[C:9]3[CH2:8][CH2:7][CH2:6][CH2:5][C:4]3=[N:3][C:2]=2[N:1]=1. The yield is 0.250. (2) The reactants are Br[C:2]1[N:7]=[N:6][C:5]([NH2:8])=[N:4][C:3]=1[C:9]1[CH:14]=[CH:13][CH:12]=[C:11]([O:15][CH3:16])[CH:10]=1.[Cl:17][C:18]1[CH:19]=[C:20](B(O)O)[CH:21]=[CH:22][CH:23]=1. No catalyst specified. The product is [Cl:17][C:18]1[CH:23]=[C:22]([C:2]2[N:7]=[N:6][C:5]([NH2:8])=[N:4][C:3]=2[C:9]2[CH:14]=[CH:13][CH:12]=[C:11]([O:15][CH3:16])[CH:10]=2)[CH:21]=[CH:20][CH:19]=1. The yield is 0.0900.